From a dataset of Full USPTO retrosynthesis dataset with 1.9M reactions from patents (1976-2016). Predict the reactants needed to synthesize the given product. Given the product [F:20][C:21]([F:25])([F:24])[CH2:22][O:1][C:2]1[CH:6]=[C:5]([N:7]2[C:15](=[O:16])[C:14]3[C:9](=[CH:10][CH:11]=[CH:12][CH:13]=3)[C:8]2=[O:17])[NH:4][N:3]=1, predict the reactants needed to synthesize it. The reactants are: [OH:1][C:2]1[CH:6]=[C:5]([N:7]2[C:15](=[O:16])[C:14]3[C:9](=[CH:10][CH:11]=[CH:12][CH:13]=3)[C:8]2=[O:17])[NH:4][N:3]=1.[H-].[Na+].[F:20][C:21]([F:25])([F:24])[CH2:22]I.C(=O)([O-])O.[Na+].